From a dataset of Catalyst prediction with 721,799 reactions and 888 catalyst types from USPTO. Predict which catalyst facilitates the given reaction. (1) Reactant: CC1C=CC(S(O)(=O)=O)=CC=1.[C:12]1([C:18]2([C:24]([OH:26])=[O:25])[CH2:23][CH2:22][NH:21][CH2:20][CH2:19]2)[CH:17]=[CH:16][CH:15]=[CH:14][CH:13]=1.[OH-].[Na+].[C:29]([O:33][C:34](O[C:34]([O:33][C:29]([CH3:32])([CH3:31])[CH3:30])=[O:35])=[O:35])([CH3:32])([CH3:31])[CH3:30]. Product: [C:29]([O:33][C:34]([N:21]1[CH2:20][CH2:19][C:18]([C:12]2[CH:13]=[CH:14][CH:15]=[CH:16][CH:17]=2)([C:24]([OH:26])=[O:25])[CH2:23][CH2:22]1)=[O:35])([CH3:32])([CH3:31])[CH3:30]. The catalyst class is: 12. (2) Reactant: Cl.[F:2][C:3]([F:14])([F:13])[O:4][C:5]1[CH:10]=[CH:9][C:8]([NH:11][NH2:12])=[CH:7][CH:6]=1.[CH3:15][C:16]([CH3:23])([CH3:22])[C:17](=O)[CH2:18][C:19]#[N:20].Cl. Product: [C:16]([C:17]1[CH:18]=[C:19]([NH2:20])[N:11]([C:8]2[CH:7]=[CH:6][C:5]([O:4][C:3]([F:13])([F:14])[F:2])=[CH:10][CH:9]=2)[N:12]=1)([CH3:23])([CH3:22])[CH3:15]. The catalyst class is: 14. (3) Reactant: C(OC([N:8]1[CH2:13][CH2:12][C:11](=O)[CH2:10][CH2:9]1)=O)(C)(C)C.COC1C=CC(C[NH2:22])=CC=1.[Cl:25][C:26]1[C:27](I)=[C:28]([CH:32]=[C:33]([Cl:35])[CH:34]=1)[C:29](Cl)=[O:30].CCN(CC)CC.Cl. Product: [Cl:25][C:26]1[CH:27]=[C:28]2[C:32](=[C:33]([Cl:35])[CH:34]=1)[C:11]1([CH2:10][CH2:9][NH:8][CH2:13][CH2:12]1)[NH:22][C:29]2=[O:30]. The catalyst class is: 11. (4) Product: [CH3:27][S:28]([O:26][CH:24]([C:15]1[CH:14]=[C:13]2[C:18]([O:19][CH2:20][CH2:21][N:22]3[C:12]2=[N:11][C:10]([C:4]2[N:5]([CH:7]([CH3:9])[CH3:8])[CH:6]=[C:2]([CH3:1])[N:3]=2)=[CH:23]3)=[CH:17][CH:16]=1)[CH3:25])(=[O:30])=[O:29]. The catalyst class is: 2. Reactant: [CH3:1][C:2]1[N:3]=[C:4]([C:10]2[N:11]=[C:12]3[N:22]([CH:23]=2)[CH2:21][CH2:20][O:19][C:18]2[C:13]3=[CH:14][C:15]([CH:24]([OH:26])[CH3:25])=[CH:16][CH:17]=2)[N:5]([CH:7]([CH3:9])[CH3:8])[CH:6]=1.[CH3:27][S:28](Cl)(=[O:30])=[O:29]. (5) Reactant: [C:1]([O:5][C:6]([N:8]1[C@@H:12]([CH3:13])[C@@H:11]([OH:14])[CH2:10][C@H:9]1[C:15]([OH:17])=O)=[O:7])([CH3:4])([CH3:3])[CH3:2].[F:18][C:19]1[CH:24]=[CH:23][C:22]([C:25]2[CH:26]=[N:27][C:28]([C:31]([F:34])([F:33])[F:32])=[N:29][CH:30]=2)=[CH:21][C:20]=1[CH2:35][NH2:36].CN(C(ON1N=NC2C=CC=NC1=2)=[N+](C)C)C.F[P-](F)(F)(F)(F)F.CCN(C(C)C)C(C)C. Product: [F:18][C:19]1[CH:24]=[CH:23][C:22]([C:25]2[CH:30]=[N:29][C:28]([C:31]([F:32])([F:34])[F:33])=[N:27][CH:26]=2)=[CH:21][C:20]=1[CH2:35][NH:36][C:15]([C@H:9]1[N:8]([C:6]([O:5][C:1]([CH3:2])([CH3:3])[CH3:4])=[O:7])[C@@H:12]([CH3:13])[C@@H:11]([OH:14])[CH2:10]1)=[O:17]. The catalyst class is: 35. (6) Reactant: C(OC([N:8]1[CH2:13][CH2:12][CH:11]([N:14]2[C:18]3[CH:19]=[CH:20][C:21]([CH3:23])=[CH:22][C:17]=3[N:16]=[C:15]2[O:24][CH2:25][CH3:26])[CH2:10][CH2:9]1)=O)(C)(C)C.C(O)(C(F)(F)F)=O. Product: [CH2:25]([O:24][C:15]1[N:14]([CH:11]2[CH2:10][CH2:9][NH:8][CH2:13][CH2:12]2)[C:18]2[CH:19]=[CH:20][C:21]([CH3:23])=[CH:22][C:17]=2[N:16]=1)[CH3:26]. The catalyst class is: 2.